From a dataset of NCI-60 drug combinations with 297,098 pairs across 59 cell lines. Regression. Given two drug SMILES strings and cell line genomic features, predict the synergy score measuring deviation from expected non-interaction effect. Drug 1: CC1=C(C=C(C=C1)NC2=NC=CC(=N2)N(C)C3=CC4=NN(C(=C4C=C3)C)C)S(=O)(=O)N.Cl. Drug 2: CN1C(=O)N2C=NC(=C2N=N1)C(=O)N. Cell line: A549. Synergy scores: CSS=-5.38, Synergy_ZIP=1.93, Synergy_Bliss=-0.968, Synergy_Loewe=-6.84, Synergy_HSA=-5.86.